Dataset: Reaction yield outcomes from USPTO patents with 853,638 reactions. Task: Predict the reaction yield, written as a fraction of the theoretical maximum amount of product (1.0 means a 100% yield; for example, 0.34 means a 34% yield). (1) The yield is 1.00. The reactants are [OH:1][C@H:2]1[C@H:7]([CH2:8][NH:9]CC2C=CC=CC=2)[CH2:6][CH2:5][N:4]([C:17]([O:19][C:20]([CH3:23])([CH3:22])[CH3:21])=[O:18])[CH2:3]1.[H][H]. The catalyst is CO.[Pd]. The product is [NH2:9][CH2:8][C@@H:7]1[CH2:6][CH2:5][N:4]([C:17]([O:19][C:20]([CH3:22])([CH3:21])[CH3:23])=[O:18])[CH2:3][C@H:2]1[OH:1]. (2) The reactants are [CH3:1][NH:2][O:3][CH3:4].CN1CCOCC1.Cl.C(N=C=NCCCN(C)C)C.[F:24][C:25]1[CH:42]=[CH:41][C:28]([C:29]([N:31]2[CH2:36][CH2:35][CH2:34][CH:33]([C:37]([OH:39])=O)[CH:32]2[CH3:40])=[O:30])=[CH:27][CH:26]=1. The catalyst is ClCCl. The product is [F:24][C:25]1[CH:26]=[CH:27][C:28]([C:29]([N:31]2[CH2:36][CH2:35][CH2:34][C@H:33]([C:37]([N:2]([O:3][CH3:4])[CH3:1])=[O:39])[C@@H:32]2[CH3:40])=[O:30])=[CH:41][CH:42]=1. The yield is 0.650. (3) The reactants are CC1(C)CCCC(C)(C)N1.[Li]CCCC.[CH3:16][Si:17]([CH3:30])([CH3:29])[CH2:18][CH2:19][O:20][CH2:21][N:22]1[CH:26]=[CH:25][N:24]=[C:23]1[C:27]#[N:28].Cl[C:32]([O:34][CH2:35][CH3:36])=[O:33]. The catalyst is C1COCC1. The product is [CH2:35]([O:34][C:32]([C:26]1[N:22]([CH2:21][O:20][CH2:19][CH2:18][Si:17]([CH3:30])([CH3:29])[CH3:16])[C:23]([C:27]#[N:28])=[N:24][CH:25]=1)=[O:33])[CH3:36]. The yield is 0.480. (4) The reactants are C(C1C=C2C(=CC=1)N(OC(OC(C)(C)C)=O)C(=O)[C@@H](NC(=O)OC(C)(C)C)C2)C1C=CC=CC=1.[CH2:35]([C:42]1[CH:43]=[C:44]([C:68]([N+:71]([O-:73])=[O:72])=[CH:69][CH:70]=1)[CH2:45][C@@H:46]([C:61]([O:63]C(C)(C)C)=[O:62])[N:47]=C(C1C=CC=CC=1)C1C=CC=CC=1)[C:36]1[CH:41]=[CH:40][CH:39]=[CH:38][CH:37]=1.FC(F)(F)C(O)=O. The catalyst is ClCCl. The product is [CH2:35]([C:42]1[CH:43]=[C:44]([C:68]([N+:71]([O-:73])=[O:72])=[CH:69][CH:70]=1)[CH2:45][C@@H:46]([C:61]([OH:63])=[O:62])[NH2:47])[C:36]1[CH:41]=[CH:40][CH:39]=[CH:38][CH:37]=1. The yield is 0.590. (5) The reactants are [OH:1][C:2]1[C:3](=[O:29])[C:4]([C:18]2[N:22]([C:23]3[CH:28]=[CH:27][CH:26]=[CH:25][CH:24]=3)[N:21]=[CH:20][CH:19]=2)=[N:5][N:6]([C:8]2[CH:13]=[CH:12][CH:11]=[C:10]([C:14]([F:17])([F:16])[F:15])[CH:9]=2)[CH:7]=1.I[CH:31]([CH3:33])[CH3:32].C([O-])([O-])=O.[K+].[K+].O. The catalyst is CN(C=O)C. The product is [CH3:32][CH:31]([O:1][C:2]1[C:3](=[O:29])[C:4]([C:18]2[N:22]([C:23]3[CH:24]=[CH:25][CH:26]=[CH:27][CH:28]=3)[N:21]=[CH:20][CH:19]=2)=[N:5][N:6]([C:8]2[CH:13]=[CH:12][CH:11]=[C:10]([C:14]([F:16])([F:15])[F:17])[CH:9]=2)[CH:7]=1)[CH3:33]. The yield is 0.720. (6) The reactants are [CH3:1][C:2]1[O:6][C:5]([C:7]2[CH:12]=[CH:11][CH:10]=[CH:9][CH:8]=2)=[N:4][C:3]=1[CH2:13][O:14][C:15]1[CH:33]=[CH:32][C:18]2[C:19]([C:26]3[CH:31]=[CH:30][CH:29]=[CH:28][CH:27]=3)=[C:20]([C:22](OC)=[O:23])[O:21][C:17]=2[CH:16]=1.O1CCCC1.[H-].C([Al+]CC(C)C)C(C)C.O.O.O.O.O.O.O.O.O.O.S([O-])([O-])(=O)=O.[Na+].[Na+]. The catalyst is C(OCC)(=O)C. The product is [CH3:1][C:2]1[O:6][C:5]([C:7]2[CH:8]=[CH:9][CH:10]=[CH:11][CH:12]=2)=[N:4][C:3]=1[CH2:13][O:14][C:15]1[CH:33]=[CH:32][C:18]2[C:19]([C:26]3[CH:31]=[CH:30][CH:29]=[CH:28][CH:27]=3)=[C:20]([CH2:22][OH:23])[O:21][C:17]=2[CH:16]=1. The yield is 0.910.